This data is from TCR-epitope binding with 47,182 pairs between 192 epitopes and 23,139 TCRs. The task is: Binary Classification. Given a T-cell receptor sequence (or CDR3 region) and an epitope sequence, predict whether binding occurs between them. The epitope is HTTDPSFLGRY. The TCR CDR3 sequence is CASSGDSEQFF. Result: 1 (the TCR binds to the epitope).